This data is from Catalyst prediction with 721,799 reactions and 888 catalyst types from USPTO. The task is: Predict which catalyst facilitates the given reaction. (1) Reactant: [N:1]1([C:5]([C:7]2[CH:25]=[CH:24][C:10]3[NH:11][C:12](=[N:14][C:15](=[O:23])[C:16]4[CH:21]=[CH:20][C:19]([CH3:22])=[CH:18][CH:17]=4)[S:13][C:9]=3[CH:8]=2)=[O:6])[CH2:4][CH2:3][CH2:2]1.C(=O)([O-])[O-].[K+].[K+].Br[CH:33]([CH2:38][CH3:39])[C:34]([O:36][CH3:37])=[O:35]. Product: [N:1]1([C:5]([C:7]2[CH:25]=[CH:24][C:10]3[N:11]([CH:33]([CH2:38][CH3:39])[C:34]([O:36][CH3:37])=[O:35])[C:12](=[N:14][C:15](=[O:23])[C:16]4[CH:21]=[CH:20][C:19]([CH3:22])=[CH:18][CH:17]=4)[S:13][C:9]=3[CH:8]=2)=[O:6])[CH2:2][CH2:3][CH2:4]1. The catalyst class is: 9. (2) Reactant: Cl[C:2]([O:4][CH3:5])=[O:3].[NH2:6][C:7]1[CH:12]=[CH:11][CH:10]=[CH:9][C:8]=1[NH:13][C:14]([C:16]1[S:17][C:18]2[CH2:19][NH:20][CH2:21][CH2:22][C:23]=2[N:24]=1)=[O:15]. Product: [NH2:6][C:7]1[CH:12]=[CH:11][CH:10]=[CH:9][C:8]=1[NH:13][C:14]([C:16]1[S:17][C:18]2[CH2:19][N:20]([C:2]([O:4][CH3:5])=[O:3])[CH2:21][CH2:22][C:23]=2[N:24]=1)=[O:15]. The catalyst class is: 3. (3) Reactant: [ClH:1].[S:2]1[CH:6]=[CH:5][C:4]2[C:7]([C:11]3[N:12]4[CH2:19][CH2:18][N:17]=[C:13]4[S:14][C:15]=3[CH3:16])=[CH:8][CH:9]=[CH:10][C:3]1=2.[C:20](=O)([O-])O.[Na+]. Product: [ClH:1].[CH3:16][C:15]1[S:14][C:13]2=[N:17][CH2:18][CH2:19][N:12]2[C:11]=1[C:7]1[C:4]2[CH:5]=[C:6]([CH3:20])[S:2][C:3]=2[CH:10]=[CH:9][CH:8]=1. The catalyst class is: 4.